This data is from Full USPTO retrosynthesis dataset with 1.9M reactions from patents (1976-2016). The task is: Predict the reactants needed to synthesize the given product. (1) Given the product [C:1]([O:5][C:6]([N:8]1[CH2:13][C@H:12]([CH2:14][N:50]=[N+:51]=[N-:52])[N:11]([CH2:16][C:17]([N:19]2[C:27]3[C:22](=[CH:23][CH:24]=[C:25]([Cl:28])[CH:26]=3)[C:21]([CH3:30])([CH3:29])[CH2:20]2)=[O:18])[CH2:10][C@H:9]1[CH3:31])=[O:7])([CH3:4])([CH3:3])[CH3:2], predict the reactants needed to synthesize it. The reactants are: [C:1]([O:5][C:6]([N:8]1[CH2:13][C@H:12]([CH2:14]O)[N:11]([CH2:16][C:17]([N:19]2[C:27]3[C:22](=[CH:23][CH:24]=[C:25]([Cl:28])[CH:26]=3)[C:21]([CH3:30])([CH3:29])[CH2:20]2)=[O:18])[CH2:10][C@H:9]1[CH3:31])=[O:7])([CH3:4])([CH3:3])[CH3:2].C(N(CC)CC)C.C1(C)C=CC(S(Cl)(=O)=O)=CC=1.[N-:50]=[N+:51]=[N-:52].[Na+]. (2) The reactants are: [CH2:1]([O:8][CH2:9][CH2:10][CH2:11][C:12]1[N:17]=[C:16]([S:18][CH3:19])[N:15]=[C:14]([OH:20])[CH:13]=1)[C:2]1[CH:7]=[CH:6][CH:5]=[CH:4][CH:3]=1.C(N(CC)CC)C.[F:28][C:29]([F:40])([F:39])[C:30](O[C:30](=[O:31])[C:29]([F:40])([F:39])[F:28])=[O:31]. Given the product [CH2:1]([O:8][CH2:9][CH2:10][CH2:11][C:12]1[N:17]=[C:16]([S:18][CH3:19])[N:15]=[C:14]([O:20][C:30](=[O:31])[C:29]([F:40])([F:39])[F:28])[CH:13]=1)[C:2]1[CH:7]=[CH:6][CH:5]=[CH:4][CH:3]=1, predict the reactants needed to synthesize it.